This data is from Forward reaction prediction with 1.9M reactions from USPTO patents (1976-2016). The task is: Predict the product of the given reaction. (1) Given the reactants [CH:1]1([CH:7]([NH:26][C:27]2[CH:35]=[CH:34][C:30](C(O)=O)=[CH:29][CH:28]=2)[C:8]2[CH:12]=[C:11]([C:13]3[CH:18]=[CH:17][C:16]([C:19]([F:22])([F:21])[F:20])=[CH:15][CH:14]=3)[O:10][C:9]=2[CH2:23][S:24][CH3:25])[CH2:6][CH2:5][CH2:4][CH2:3][CH2:2]1.CNC[CH2:39][C:40]([O:42][CH2:43][CH3:44])=[O:41].Cl.C(N=C=NCCCN(C)C)C.O.OC1C2N=NNC=2C=CC=1.[CH3:68][N:69]([CH3:72])[CH:70]=[O:71], predict the reaction product. The product is: [CH:1]1([CH:7]([NH:26][C:27]2[CH:28]=[CH:29][C:30]([C:70]([N:69]([CH3:72])[CH2:68][CH2:39][C:40]([O:42][CH2:43][CH3:44])=[O:41])=[O:71])=[CH:34][CH:35]=2)[C:8]2[CH:12]=[C:11]([C:13]3[CH:14]=[CH:15][C:16]([C:19]([F:22])([F:20])[F:21])=[CH:17][CH:18]=3)[O:10][C:9]=2[CH2:23][S:24][CH3:25])[CH2:6][CH2:5][CH2:4][CH2:3][CH2:2]1. (2) Given the reactants C1C=C[NH+]=CC=1.[O-][Cr](Cl)(=O)=O.[C:12]1(=[O:28])[N:16]([CH2:17][CH2:18][CH2:19][CH2:20][CH2:21][OH:22])[C:15](=[O:23])[C:14]2=[CH:24][CH:25]=[CH:26][CH:27]=[C:13]12.C(OCC)C, predict the reaction product. The product is: [C:15]1(=[O:23])[N:16]([CH2:17][CH2:18][CH2:19][CH2:20][CH:21]=[O:22])[C:12](=[O:28])[C:13]2=[CH:27][CH:26]=[CH:25][CH:24]=[C:14]12. (3) Given the reactants [CH2:1]([N:5]([S:15]([C:18]1[CH:23]=[CH:22][C:21]([N+:24]([O-:26])=[O:25])=[CH:20][CH:19]=1)(=[O:17])=[O:16])[C@H:6]([C:12]([OH:14])=[O:13])[CH2:7][CH2:8][CH2:9][CH2:10][NH2:11])[CH:2]([CH3:4])[CH3:3].[O:27]([CH2:34][C:35](Cl)=[O:36])[C:28]1[CH:33]=[CH:32][CH:31]=[CH:30][CH:29]=1, predict the reaction product. The product is: [CH2:1]([N:5]([S:15]([C:18]1[CH:23]=[CH:22][C:21]([N+:24]([O-:26])=[O:25])=[CH:20][CH:19]=1)(=[O:17])=[O:16])[C@H:6]([C:12]([OH:14])=[O:13])[CH2:7][CH2:8][CH2:9][CH2:10][NH:11][C:35](=[O:36])[CH2:34][O:27][C:28]1[CH:33]=[CH:32][CH:31]=[CH:30][CH:29]=1)[CH:2]([CH3:4])[CH3:3].